From a dataset of Full USPTO retrosynthesis dataset with 1.9M reactions from patents (1976-2016). Predict the reactants needed to synthesize the given product. The reactants are: [F:1][C:2]1[CH:7]=[C:6]([F:8])[CH:5]=[CH:4][C:3]=1[C:9]1[S:13][C:12]([N:14]([C:21]([C@H:23]2[CH2:28][CH2:27][C@H:26]([CH3:29])[CH2:25][CH2:24]2)=[O:22])[CH:15]2[CH2:20][CH2:19][O:18][CH2:17][CH2:16]2)=[C:11]([C:30]([O:32]C)=[O:31])[CH:10]=1.[OH-].[Li+].Cl. Given the product [F:1][C:2]1[CH:7]=[C:6]([F:8])[CH:5]=[CH:4][C:3]=1[C:9]1[S:13][C:12]([N:14]([C:21]([C@H:23]2[CH2:28][CH2:27][C@H:26]([CH3:29])[CH2:25][CH2:24]2)=[O:22])[CH:15]2[CH2:20][CH2:19][O:18][CH2:17][CH2:16]2)=[C:11]([C:30]([OH:32])=[O:31])[CH:10]=1, predict the reactants needed to synthesize it.